From a dataset of Forward reaction prediction with 1.9M reactions from USPTO patents (1976-2016). Predict the product of the given reaction. Given the reactants [CH3:1][C:2]1([CH3:20])[CH2:7][CH2:6][CH:5]([O:8][C:9]2[C:18]3[C:13](=[C:14]([NH2:19])[CH:15]=[CH:16][CH:17]=3)[N:12]=[CH:11][N:10]=2)[CH2:4][CH2:3]1.[Cl:21][C:22]1[C:27]([C:28](O)=[O:29])=[C:26]([F:31])[C:25]([CH2:32][NH:33][C:34](=[O:39])[C:35]([CH3:38])([CH3:37])[CH3:36])=[CH:24][CH:23]=1.C(Cl)(=O)C(Cl)=O.CCN(C(C)C)C(C)C, predict the reaction product. The product is: [Cl:21][C:22]1[C:27]([C:28]([NH:19][C:14]2[CH:15]=[CH:16][CH:17]=[C:18]3[C:13]=2[N:12]=[CH:11][N:10]=[C:9]3[O:8][CH:5]2[CH2:4][CH2:3][C:2]([CH3:20])([CH3:1])[CH2:7][CH2:6]2)=[O:29])=[C:26]([F:31])[C:25]([CH2:32][NH:33][C:34](=[O:39])[C:35]([CH3:37])([CH3:36])[CH3:38])=[CH:24][CH:23]=1.